Dataset: Forward reaction prediction with 1.9M reactions from USPTO patents (1976-2016). Task: Predict the product of the given reaction. (1) The product is: [Cl:29][C:24]1[CH:23]=[C:22]([C:17]2([CH2:16][C:12]3[N:11]4[CH2:30][CH2:31][N:32]([CH:35]([CH3:37])[CH3:36])[C:33](=[O:34])[C:10]4=[C:9]([OH:8])[C:14](=[O:15])[N:13]=3)[CH2:21][CH2:20][CH2:19][CH2:18]2)[CH:27]=[CH:26][C:25]=1[Cl:28]. Given the reactants C([O:8][C:9]1[C:14](=[O:15])[N:13]=[C:12]([CH2:16][C:17]2([C:22]3[CH:27]=[CH:26][C:25]([Cl:28])=[C:24]([Cl:29])[CH:23]=3)[CH2:21][CH2:20][CH2:19][CH2:18]2)[N:11]2[CH2:30][CH2:31][N:32]([CH:35]([CH3:37])[CH3:36])[C:33](=[O:34])[C:10]=12)C1C=CC=CC=1.OC1C(=O)N=C(CC2(C3C=CC(C(F)(F)F)=CC=3)CCCC2)N2CCN(C(C)C)C(=O)C=12, predict the reaction product. (2) Given the reactants CS(O[CH2:6][C:7]1[CH:8]=[N:9][C:10]([NH:13][C:14]([O:16][C:17]([CH3:20])([CH3:19])[CH3:18])=[O:15])=[CH:11][CH:12]=1)(=O)=O.[N:21]1([C:27]([O:29][CH2:30][C:31]2[CH:36]=[CH:35][CH:34]=[CH:33][CH:32]=2)=[O:28])[CH2:26][CH2:25][NH:24][CH2:23][CH2:22]1.C([O-])([O-])=O.[K+].[K+].[Na+].[I-], predict the reaction product. The product is: [C:17]([O:16][C:14]([NH:13][C:10]1[N:9]=[CH:8][C:7]([CH2:6][N:24]2[CH2:23][CH2:22][N:21]([C:27]([O:29][CH2:30][C:31]3[CH:36]=[CH:35][CH:34]=[CH:33][CH:32]=3)=[O:28])[CH2:26][CH2:25]2)=[CH:12][CH:11]=1)=[O:15])([CH3:20])([CH3:19])[CH3:18]. (3) Given the reactants [Na].S(N[N:13]=[CH:14][C:15]1[CH:20]=CC=C[C:16]=1[C:21]1[CH:26]=[CH:25][C:24]([F:27])=[CH:23][CH:22]=1)(C1C=CC(C)=CC=1)(=O)=O.[F:28][C:29]1[CH:40]=[CH:39][CH:38]=[C:37]([F:41])[C:30]=1[C:31](N/C=C\C)=[O:32].O1CCOCC1.CCOC(C)=O, predict the reaction product. The product is: [F:28][C:29]1[CH:40]=[CH:39][CH:38]=[C:37]([F:41])[C:30]=1[C:31]([NH:13][C@@H:14]1[C@H:15]([CH3:20])[C@@H:16]1[C:21]1[CH:22]=[CH:23][C:24]([F:27])=[CH:25][CH:26]=1)=[O:32]. (4) Given the reactants CSC.B.[Br:5][CH2:6][C:7]1[CH:8]=[C:9]([CH2:14][C:15](O)=[O:16])[CH:10]=[C:11]([F:13])[CH:12]=1, predict the reaction product. The product is: [Br:5][CH2:6][C:7]1[CH:8]=[C:9]([CH2:14][CH2:15][OH:16])[CH:10]=[C:11]([F:13])[CH:12]=1. (5) Given the reactants [CH3:1][O:2][C:3]1[C:12]2[C:7](=[CH:8][CH:9]=[CH:10][CH:11]=2)[CH:6]=[CH:5][CH:4]=1.C([Li])CCC.[B:18](OC(C)C)([O:23]C(C)C)[O:19]C(C)C.Cl, predict the reaction product. The product is: [CH3:1][O:2][C:3]1[C:12]2[C:7](=[CH:8][CH:9]=[CH:10][CH:11]=2)[CH:6]=[CH:5][C:4]=1[B:18]([OH:23])[OH:19]. (6) Given the reactants Cl.[NH2:2][C:3]1[N:8]=[C:7]([OH:9])[C:6]([NH2:10])=[C:5]([OH:11])[N:4]=1.[OH-].[Na+].[S:14]1[CH:18]=[CH:17][CH:16]=[C:15]1[CH2:19][CH2:20][C:21](Cl)=[O:22].S1C=CC=C1CCC(O)=O, predict the reaction product. The product is: [NH2:2][C:3]1[N:8]=[C:7]([OH:9])[C:6]([NH:10][C:21](=[O:22])[CH2:20][CH2:19][C:15]2[S:14][CH:18]=[CH:17][CH:16]=2)=[C:5]([OH:11])[N:4]=1.